This data is from Forward reaction prediction with 1.9M reactions from USPTO patents (1976-2016). The task is: Predict the product of the given reaction. (1) The product is: [Cl:13][CH2:14][CH2:15][CH2:16][O:17][C:18]1[CH:19]=[C:20]([CH:23]=[CH:24][CH:25]=1)[CH:21]=[C:2]1[CH2:3][C:4]2[C:9](=[CH:8][CH:7]=[CH:6][CH:5]=2)[C:1]1=[O:10]. Given the reactants [C:1]1(=[O:10])[C:9]2[C:4](=[CH:5][CH:6]=[CH:7][CH:8]=2)[CH2:3][CH2:2]1.[OH-].[Na+].[Cl:13][CH2:14][CH2:15][CH2:16][O:17][C:18]1[CH:19]=[C:20]([CH:23]=[CH:24][CH:25]=1)[CH:21]=O, predict the reaction product. (2) Given the reactants [CH3:1][O:2][CH2:3][C:4]([NH:6][C:7]1[CH:12]=[C:11]([O:13][C:14]2[CH:19]=[CH:18][C:17]([N+:20]([O-])=O)=[C:16]([S:23]([CH3:26])(=[O:25])=[O:24])[CH:15]=2)[CH:10]=[CH:9][N:8]=1)=[O:5].C(Cl)Cl.CC(O)=O.[H][H], predict the reaction product. The product is: [NH2:20][C:17]1[CH:18]=[CH:19][C:14]([O:13][C:11]2[CH:10]=[CH:9][N:8]=[C:7]([NH:6][C:4](=[O:5])[CH2:3][O:2][CH3:1])[CH:12]=2)=[CH:15][C:16]=1[S:23]([CH3:26])(=[O:25])=[O:24]. (3) The product is: [Cl:27][C:21]1[CH:22]=[C:23]([Cl:26])[CH:24]=[CH:25][C:20]=1[C:3]1[CH:4]=[C:5]([NH:8][CH2:9][CH2:10][NH:45][C:44]2[CH:78]=[CH:77][C:76]([C:65]#[N:68])=[CH:75][N:42]=2)[CH:6]=[CH:7][C:2]=1[NH:1][C:38](=[O:40])[CH2:37][NH:35][CH3:36]. Given the reactants [NH2:1][C:2]1[CH:7]=[CH:6][C:5]([NH:8][CH2:9][CH2:10]C2C=CN=C(N)C=2C#N)=[CH:4][C:3]=1[C:20]1[CH:25]=[CH:24][C:23]([Cl:26])=[CH:22][C:21]=1[Cl:27].C([N:35]([CH2:37][C:38]([OH:40])=O)[CH3:36])(OC(C)(C)C)=O.C[N:42]([C:44](ON1N=NC2C=CC=CC1=2)=[N+:45](C)C)C.F[P-](F)(F)(F)(F)F.[CH:65]([N:68](CC)C(C)C)(C)C.O1[CH2:78][CH2:77][CH2:76][CH2:75]1, predict the reaction product. (4) Given the reactants [F:1][C:2]1[C:7]([F:8])=[CH:6][CH:5]=[CH:4][C:3]=1B(O)O.[OH:12]O, predict the reaction product. The product is: [F:1][C:2]1[C:7]([F:8])=[CH:6][CH:5]=[CH:4][C:3]=1[OH:12]. (5) Given the reactants [N+:1]([C:4]1[CH:9]=[CH:8][C:7]([CH2:10][NH2:11])=[CH:6][CH:5]=1)([O-:3])=[O:2].[CH2:12]([S:14](Cl)(=[O:16])=[O:15])[CH3:13], predict the reaction product. The product is: [N+:1]([C:4]1[CH:5]=[CH:6][C:7]([CH2:10][NH:11][S:14]([CH2:12][CH3:13])(=[O:16])=[O:15])=[CH:8][CH:9]=1)([O-:3])=[O:2]. (6) Given the reactants [I:1][C:2]1[C:7]2[N:8]=[C:9](SC)[N:10]=[CH:11][C:6]=2[CH:5]=[N:4][CH:3]=1.C(Cl)[Cl:15].S(Cl)(Cl)(=O)=O, predict the reaction product. The product is: [Cl:15][C:9]1[N:10]=[CH:11][C:6]2[CH:5]=[N:4][CH:3]=[C:2]([I:1])[C:7]=2[N:8]=1. (7) The product is: [S:1]1[C:5]([C:6]2[CH:7]=[C:8]([NH:15][C:16]3[CH:21]=[CH:20][N:19]=[C:18]([NH:30][NH2:31])[N:17]=3)[CH:9]=[C:10]3[C:14]=2[NH:13][N:12]=[CH:11]3)=[CH:4][C:3]2[CH:26]=[CH:27][CH:28]=[CH:29][C:2]1=2. Given the reactants [S:1]1[C:5]([C:6]2[CH:7]=[C:8]([NH:15][C:16]3[CH:21]=[CH:20][N:19]=[C:18](S(C)(=O)=O)[N:17]=3)[CH:9]=[C:10]3[C:14]=2[NH:13][N:12]=[CH:11]3)=[CH:4][C:3]2[CH:26]=[CH:27][CH:28]=[CH:29][C:2]1=2.[NH2:30][NH2:31], predict the reaction product. (8) Given the reactants [C:1]1([N+:7]2[N-:8]OC(=O)[CH:11]=2)[CH:6]=[CH:5][CH:4]=[CH:3][CH:2]=1.[C:13]1([C:19]#[CH:20])[CH:18]=[CH:17][CH:16]=[CH:15][CH:14]=1, predict the reaction product. The product is: [C:1]1([N:7]2[CH:11]=[C:19]([C:13]3[CH:18]=[CH:17][CH:16]=[CH:15][CH:14]=3)[CH:20]=[N:8]2)[CH:6]=[CH:5][CH:4]=[CH:3][CH:2]=1.